This data is from Forward reaction prediction with 1.9M reactions from USPTO patents (1976-2016). The task is: Predict the product of the given reaction. (1) Given the reactants [NH2:1][C:2]1[CH:16]=[CH:15][CH:14]=[CH:13][C:3]=1[C:4]([C:6]1[CH:11]=[CH:10][C:9]([F:12])=[CH:8][CH:7]=1)=O.[CH:17]1([C:20](=O)[CH2:21][C:22]([O:24][CH3:25])=[O:23])[CH2:19][CH2:18]1.S(=O)(=O)(O)O.[OH-].[Na+], predict the reaction product. The product is: [CH:17]1([C:20]2[C:21]([C:22]([O:24][CH3:25])=[O:23])=[C:4]([C:6]3[CH:11]=[CH:10][C:9]([F:12])=[CH:8][CH:7]=3)[C:3]3[C:2](=[CH:16][CH:15]=[CH:14][CH:13]=3)[N:1]=2)[CH2:19][CH2:18]1. (2) Given the reactants [CH2:1]([O:8][C:9]1[CH:14]=[CH:13][C:12](Br)=[CH:11][CH:10]=1)[C:2]1[CH:7]=[CH:6][CH:5]=[CH:4][CH:3]=1.[B:16](OCCC)([O:21]CCC)[O:17]CCC.Cl, predict the reaction product. The product is: [CH2:1]([O:8][C:9]1[CH:14]=[CH:13][C:12]([B:16]([OH:21])[OH:17])=[CH:11][CH:10]=1)[C:2]1[CH:7]=[CH:6][CH:5]=[CH:4][CH:3]=1. (3) Given the reactants [C:1]([O:5][C:6]([NH:8][CH:9]([CH2:13][C:14]1[CH:19]=[CH:18][C:17]([O:20][C:21]2[CH:26]=[CH:25][C:24]([N+:27]([O-:29])=[O:28])=[CH:23][CH:22]=2)=[CH:16][CH:15]=1)[C:10]([OH:12])=[O:11])=[O:7])([CH3:4])([CH3:3])[CH3:2].[C:30](=O)(O)[O-].[Na+].IC, predict the reaction product. The product is: [CH3:30][O:11][C:10](=[O:12])[CH:9]([NH:8][C:6]([O:5][C:1]([CH3:4])([CH3:2])[CH3:3])=[O:7])[CH2:13][C:14]1[CH:19]=[CH:18][C:17]([O:20][C:21]2[CH:22]=[CH:23][C:24]([N+:27]([O-:29])=[O:28])=[CH:25][CH:26]=2)=[CH:16][CH:15]=1. (4) The product is: [OH:28][C:7]([CH3:26])([CH2:6][CH2:5][C:4]1[C:9](=[O:8])[C:10]([CH3:13])=[C:11]([CH3:12])[C:2](=[O:1])[C:3]=1[CH3:27])[C:14]([NH:16][CH2:17][CH2:18][CH2:19][N:20]1[CH2:25][CH2:24][O:23][CH2:22][CH2:21]1)=[O:15]. Given the reactants [OH:1][C:2]1[C:3]([CH3:27])=[C:4]2[C:9](=[C:10]([CH3:13])[C:11]=1[CH3:12])[O:8][C:7]([CH3:26])([C:14]([NH:16][CH2:17][CH2:18][CH2:19][N:20]1[CH2:25][CH2:24][O:23][CH2:22][CH2:21]1)=[O:15])[CH2:6][CH2:5]2.[O:28]=[N+]([O-])[O-].[O-][N+](=O)[O-].[O-][N+](=O)[O-].[O-][N+](=O)[O-].[O-][N+](=O)[O-].[O-][N+](=O)[O-].[Ce+4].[NH4+].[NH4+].[Na+].[Cl-].C([O-])(O)=O.[Na+], predict the reaction product. (5) Given the reactants C(OC(=O)[NH:7][CH2:8][C:9](=[O:47])[N:10]([CH2:29][CH2:30][CH2:31][CH2:32][CH2:33][CH2:34][CH2:35][CH2:36][CH2:37][CH2:38][CH2:39][CH2:40][CH2:41][CH2:42][CH2:43][CH2:44][CH2:45][CH3:46])[CH2:11][CH2:12][CH2:13][CH2:14][CH2:15][CH2:16][CH2:17][CH2:18][CH2:19][CH2:20][CH2:21][CH2:22][CH2:23][CH2:24][CH2:25][CH2:26][CH2:27][CH3:28])(C)(C)C.FC(F)(F)C(O)=O, predict the reaction product. The product is: [NH2:7][CH2:8][C:9]([N:10]([CH2:29][CH2:30][CH2:31][CH2:32][CH2:33][CH2:34][CH2:35][CH2:36][CH2:37][CH2:38][CH2:39][CH2:40][CH2:41][CH2:42][CH2:43][CH2:44][CH2:45][CH3:46])[CH2:11][CH2:12][CH2:13][CH2:14][CH2:15][CH2:16][CH2:17][CH2:18][CH2:19][CH2:20][CH2:21][CH2:22][CH2:23][CH2:24][CH2:25][CH2:26][CH2:27][CH3:28])=[O:47]. (6) Given the reactants [C:1]([C:3]1[CH:8]=[CH:7][C:6]([C:9]2[N:13]3[CH:14]=[C:15]([C:18]4[CH:26]=[CH:25][C:21]([C:22]([OH:24])=O)=[CH:20][CH:19]=4)[CH:16]=[CH:17][C:12]3=[N:11][CH:10]=2)=[CH:5][CH:4]=1)#[N:2].CN(C(ON1N=NC2C=CC=NC1=2)=[N+](C)C)C.F[P-](F)(F)(F)(F)F.CN1CCOCC1.[CH3:58][N:59]1[CH2:64][CH2:63][CH:62]([CH2:65][CH2:66][NH2:67])[CH2:61][CH2:60]1, predict the reaction product. The product is: [C:1]([C:3]1[CH:4]=[CH:5][C:6]([C:9]2[N:13]3[CH:14]=[C:15]([C:18]4[CH:19]=[CH:20][C:21]([C:22]([NH:67][CH2:66][CH2:65][CH:62]5[CH2:63][CH2:64][N:59]([CH3:58])[CH2:60][CH2:61]5)=[O:24])=[CH:25][CH:26]=4)[CH:16]=[CH:17][C:12]3=[N:11][CH:10]=2)=[CH:7][CH:8]=1)#[N:2]. (7) Given the reactants [CH3:1][C:2]1[CH:3]=[C:4]([CH:8]=[CH:9][C:10]=1[NH:11][C:12](=[O:27])[C:13]1[CH:18]=[CH:17][C:16]([O:19][CH2:20][C:21]2[CH:26]=[CH:25][CH:24]=[CH:23][N:22]=2)=[CH:15][CH:14]=1)[C:5]([OH:7])=O.CN(C(ON1N=NC2C=CC=NC1=2)=[N+](C)C)C.F[P-](F)(F)(F)(F)F.[C:52]1([NH2:59])[C:53]([NH2:58])=[CH:54][CH:55]=[CH:56][CH:57]=1.CCN(C(C)C)C(C)C.[OH-].[Na+], predict the reaction product. The product is: [NH2:58][C:53]1[CH:54]=[CH:55][CH:56]=[CH:57][C:52]=1[NH:59][C:5](=[O:7])[C:4]1[CH:8]=[CH:9][C:10]([NH:11][C:12](=[O:27])[C:13]2[CH:14]=[CH:15][C:16]([O:19][CH2:20][C:21]3[CH:26]=[CH:25][CH:24]=[CH:23][N:22]=3)=[CH:17][CH:18]=2)=[C:2]([CH3:1])[CH:3]=1. (8) Given the reactants [OH:1][C:2]1[CH:14]=[C:13]([N+:15]([O-:17])=[O:16])[CH:12]=[CH:11][C:3]=1[C:4]([O:6][C:7]([CH3:10])([CH3:9])[CH3:8])=[O:5].C(=O)([O-])[O-].[K+].[K+].I[CH2:25][CH3:26].O, predict the reaction product. The product is: [CH2:25]([O:1][C:2]1[CH:14]=[C:13]([N+:15]([O-:17])=[O:16])[CH:12]=[CH:11][C:3]=1[C:4]([O:6][C:7]([CH3:10])([CH3:9])[CH3:8])=[O:5])[CH3:26]. (9) Given the reactants [Cl-].[Al+3].[Cl-].[Cl-].[Cl:5][C:6]1[CH:14]=[CH:13][C:9]([C:10](Cl)=[O:11])=[CH:8][N:7]=1.CCOC(C)=O.[OH-].[Na+].[F:23][C:24]1[CH:29]=[CH:28][CH:27]=[CH:26][CH:25]=1, predict the reaction product. The product is: [Cl:5][C:6]1[N:7]=[CH:8][C:9]([C:10]([C:27]2[CH:28]=[CH:29][C:24]([F:23])=[CH:25][CH:26]=2)=[O:11])=[CH:13][CH:14]=1. (10) The product is: [CH3:8][C:7]1[CH:31]=[CH:29][CH:28]=[CH:5][C:6]=1[C:11]1[CH:16]=[CH:15][CH:14]=[C:13]([N:17]2[C:21]3[CH:20]=[CH:25][C:24]([CH:26]=[O:40])=[CH:23][C:22]=3[N:19]=[CH:18]2)[CH:12]=1. Given the reactants C(O[C:5]1C=C[CH:8]=[CH:7][C:6]=1[C:11]1[CH:16]=[CH:15][CH:14]=[C:13]([N:17]2[C:21]3[CH:22]=[CH:23][C:24]([C:26]#N)=[CH:25][C:20]=3[N:19]=[CH:18]2)[CH:12]=1)(C)C.[CH3:28][CH:29]([CH2:31][AlH]CC(C)C)C.C1C[O:40]CC1, predict the reaction product.